Regression. Given a target protein amino acid sequence and a drug SMILES string, predict the binding affinity score between them. We predict pIC50 (pIC50 = -log10(IC50 in M); higher means more potent). Dataset: bindingdb_ic50. From a dataset of Drug-target binding data from BindingDB using IC50 measurements. (1) The small molecule is O=C(O)C[C@H]1CC[C@H](c2ccc(-c3cn4cc(C(=O)NCc5c(F)cccc5F)nc4s3)cc2)CC1. The target protein (Q9Z2A7) has sequence MGDRGGAGSSRRRRTGSRVSVQGGSGPKVEEDEVRDAAVSPDLGAGGDAPAPAPAPAHTRDKDGRTSVGDGYWDLRCHRLQDSLFSSDSGFSNYRGILNWCVVMLILSNARLFLENLIKYGILVDPIQVVSLFLKDPYSWPAPCVIIASNIFVVAAFQIEKRLAVGALTEQMGLLLHVVNLATIICFPAAVALLVESITPVGSVFALASYSIMFLKLYSYRDVNLWCRQRRVKAKAVSTGKKVSGAAAQQAVSYPDNLTYRDLYYFIFAPTLCYELNFPRSPRIRKRFLLRRVLEMLFFTQLQVGLIQQWMVPTIQNSMKPFKDMDYSRIIERLLKLAVPNHLIWLIFFYWFFHSCLNAVAELLQFGDREFYRDWWNAESVTYFWQNWNIPVHKWCIRHFYKPMLRHGSSKWVARTGVFLTSAFFHEYLVSVPLRMFRLWAFTAMMAQVPLAWIVGRFFQGNYGNAAVWVTLIIGQPVAVLMYVHDYYVLNYDAPVGV. The pIC50 is 7.6. (2) The small molecule is O=C(O)CNC(=O)c1nc(Cl)c2ccccc2c1O. The target protein sequence is MEVAEVESPLNPSCKIMTFRPSMEEFREFNKYLAYMESKGAHRAGLAKVIPPKEWKPRQCYDDIDNLLIPAPIQQMVTGQSGLFTQYNIQKKAMTVKEFRQLANSGKYCTPRYLDYEDLERKYWKNLTFVAPIYGADINGSIYDEGVDEWNIARLNTVLDVVEEECGISIEGVNTPYLYFGMWKTTFAWHTEDMDLYSINYLHFGEPKSWYAIPPEHGKRLERLAQGFFPSSSQGCDAFLRHKMTLISPSVLKKYGIPFDKITQEAGEFMITFPYGYHAGFNHGFNCAESTNFATVRWIDYGKVAKLCTCRKDMVKISMDIFVRKFQPDRYQLWKQGKDIYTIDHTKPTPASTPEVKAWLQRRRKVRKASRSFQCARSTSKRPKADEEEEVSDEVDGAEVPNPDSVTDDLKVSEKSEAAVKLRNTEASSEEESSASRMQVEQNLSDHIKLSGNSCLSTSVTEDIKTEDDKAYAYRSVPSISSEADDSIPLSSGYEKPEKS.... The pIC50 is 4.7.